Dataset: Catalyst prediction with 721,799 reactions and 888 catalyst types from USPTO. Task: Predict which catalyst facilitates the given reaction. (1) Reactant: C([Si](C1C=CC=CC=1)(C1C=CC=CC=1)[O:6][CH2:7][CH2:8][N:9]1[CH2:14][CH2:13][CH2:12][N:11]([C:15]2[CH:20]=[CH:19][C:18]([N:21]3[CH2:25][C@H:24]([CH2:26][NH:27][C:28]([C:30]4[S:31][C:32]([Cl:35])=[CH:33][CH:34]=4)=[O:29])[O:23][C:22]3=[O:36])=[CH:17][C:16]=2[Cl:37])[C:10]1=[O:38])(C)(C)C.[F-].C([N+](CCCC)(CCCC)CCCC)CCC.O.[Cl-].[Na+]. Product: [Cl:35][C:32]1[S:31][C:30]([C:28]([NH:27][CH2:26][C@@H:24]2[O:23][C:22](=[O:36])[N:21]([C:18]3[CH:19]=[CH:20][C:15]([N:11]4[CH2:12][CH2:13][CH2:14][N:9]([CH2:8][CH2:7][OH:6])[C:10]4=[O:38])=[C:16]([Cl:37])[CH:17]=3)[CH2:25]2)=[O:29])=[CH:34][CH:33]=1. The catalyst class is: 56. (2) Product: [C:7]([C:6]1[CH:5]=[C:4]([CH:11]=[CH:10][CH:9]=1)[CH2:3][N:2]([CH3:1])[CH2:18][CH2:19][C:20]([O:22][C:23]([CH3:26])([CH3:25])[CH3:24])=[O:21])#[N:8]. The catalyst class is: 10. Reactant: [CH3:1][NH:2][CH2:3][C:4]1[CH:5]=[C:6]([CH:9]=[CH:10][CH:11]=1)[C:7]#[N:8].C(=O)(O)[O-].[Na+].Br[CH2:18][CH2:19][C:20]([O:22][C:23]([CH3:26])([CH3:25])[CH3:24])=[O:21]. (3) Reactant: [F:1][C:2]1[CH:3]=[C:4]([CH3:11])[C:5]([C:8](O)=[O:9])=[N:6][CH:7]=1.C(Cl)(=O)C([Cl:15])=O.CN(C)C=O.C1(C)C=CC=CC=1. The catalyst class is: 4. Product: [F:1][C:2]1[CH:3]=[C:4]([CH3:11])[C:5]([C:8]([Cl:15])=[O:9])=[N:6][CH:7]=1. (4) Reactant: [F:1][C:2]([F:12])([F:11])[S:3][C:4]1[CH:5]=[C:6]([CH:8]=[CH:9][CH:10]=1)[NH2:7].C([O:20][CH2:21][CH3:22])(OCC)OCC.[N+:23]([CH2:26]C(OCC)=O)([O-])=O.[C:32](O)(=O)C. Product: [F:12][C:2]([S:3][C:4]1[CH:5]=[C:6]([N:7]2[CH:32]=[C:22]([CH2:21][OH:20])[N:23]=[CH:26]2)[CH:8]=[CH:9][CH:10]=1)([F:11])[F:1]. The catalyst class is: 292. (5) Reactant: [OH:1][C:2]1[CH:7]=[CH:6][C:5]([C:8]2[CH:13]=[CH:12][C:11]([C:14]([F:17])([F:16])[F:15])=[CH:10][CH:9]=2)=[CH:4][C:3]=1[C:18]1[CH:23]=[CH:22][N:21]=[C:20]([N:24]2[CH2:29][CH2:28][N:27]([C:30]([O:32][C:33]([CH3:36])([CH3:35])[CH3:34])=[O:31])[CH2:26][CH2:25]2)[CH:19]=1.C(=O)([O-])[O-].[K+].[K+].[Cl:43][C:44]1[C:45](F)=[CH:46][C:47]([F:71])=[C:48]([S:50]([N:53]([CH2:60][C:61]2[CH:66]=[CH:65][C:64]([O:67][CH3:68])=[CH:63][C:62]=2[O:69][CH3:70])[C:54]2[N:59]=[CH:58][CH:57]=[CH:56][N:55]=2)(=[O:52])=[O:51])[CH:49]=1. Product: [Cl:43][C:44]1[CH:49]=[C:48]([S:50]([N:53]([CH2:60][C:61]2[CH:66]=[CH:65][C:64]([O:67][CH3:68])=[CH:63][C:62]=2[O:69][CH3:70])[C:54]2[N:55]=[CH:56][CH:57]=[CH:58][N:59]=2)(=[O:51])=[O:52])[C:47]([F:71])=[CH:46][C:45]=1[O:1][C:2]1[CH:7]=[CH:6][C:5]([C:8]2[CH:9]=[CH:10][C:11]([C:14]([F:16])([F:17])[F:15])=[CH:12][CH:13]=2)=[CH:4][C:3]=1[C:18]1[CH:23]=[CH:22][N:21]=[C:20]([N:24]2[CH2:29][CH2:28][N:27]([C:30]([O:32][C:33]([CH3:36])([CH3:35])[CH3:34])=[O:31])[CH2:26][CH2:25]2)[CH:19]=1. The catalyst class is: 16. (6) Reactant: [NH2:1][C:2]([NH2:4])=[S:3].[CH3:5][CH:6]([C:12](OCC)=[O:13])[C:7](OCC)=[O:8].C[O-].[Na+]. Product: [SH:3][C:2]1[N:4]=[C:7]([OH:8])[C:6]([CH3:5])=[C:12]([OH:13])[N:1]=1. The catalyst class is: 14.